From a dataset of Full USPTO retrosynthesis dataset with 1.9M reactions from patents (1976-2016). Predict the reactants needed to synthesize the given product. (1) Given the product [F:7][CH2:32][C@H:29]1[CH2:30][CH2:31][C@H:26]([NH:25][C:22]2[CH:23]=[CH:24][C:19]3[N:20]([C:16]([C:13]4[CH:14]=[CH:15][N:10]=[CH:11][CH:12]=4)=[CH:17][N:18]=3)[N:21]=2)[CH2:27][CH2:28]1, predict the reactants needed to synthesize it. The reactants are: C(N(S(F)(F)[F:7])CC)C.[N:10]1[CH:15]=[CH:14][C:13]([C:16]2[N:20]3[N:21]=[C:22]([NH:25][C@H:26]4[CH2:31][CH2:30][C@H:29]([CH2:32]O)[CH2:28][CH2:27]4)[CH:23]=[CH:24][C:19]3=[N:18][CH:17]=2)=[CH:12][CH:11]=1.C([O-])(O)=O.[Na+]. (2) Given the product [ClH:13].[CH2:1]([C:4]1[C:8]2[C:9]([N:16]3[CH2:17][CH2:18][C:19]4[C:24](=[CH:23][CH:22]=[CH:21][CH:20]=4)[CH2:15]3)=[N:10][CH:11]=[CH:12][C:7]=2[NH:6][C:5]=1[CH3:14])[CH:2]=[CH2:3], predict the reactants needed to synthesize it. The reactants are: [CH2:1]([C:4]1[C:8]2[C:9]([Cl:13])=[N:10][CH:11]=[CH:12][C:7]=2[NH:6][C:5]=1[CH3:14])[CH:2]=[CH2:3].[CH2:15]1[C:24]2[C:19](=[CH:20][CH:21]=[CH:22][CH:23]=2)[CH2:18][CH2:17][NH:16]1. (3) Given the product [Cl:15][C:16]1[CH:17]=[N:18][CH:19]=[C:20]([Cl:23])[C:21]=1[S:22][C:2]1[S:6][C:5]([S:7]([NH:31][CH:28]2[CH2:29][CH2:30][N:25]([CH3:24])[CH2:26][CH2:27]2)(=[O:9])=[O:8])=[CH:4][C:3]=1[N+:11]([O-:13])=[O:12], predict the reactants needed to synthesize it. The reactants are: Cl[C:2]1[S:6][C:5]([S:7](Cl)(=[O:9])=[O:8])=[CH:4][C:3]=1[N+:11]([O-:13])=[O:12].[Na].[Cl:15][C:16]1[CH:17]=[N:18][CH:19]=[C:20]([Cl:23])[C:21]=1[SH:22].[CH3:24][N:25]1[CH2:30][CH2:29][CH:28]([NH2:31])[CH2:27][CH2:26]1. (4) Given the product [F:17][C:14]1[CH:15]=[CH:16][C:11]([CH:9]2[O:10][CH2:20][CH2:6][NH:7][CH2:8]2)=[CH:12][CH:13]=1, predict the reactants needed to synthesize it. The reactants are: C(O[C:6](=O)[NH:7][CH2:8][CH:9]([C:11]1[CH:16]=[CH:15][C:14]([F:17])=[CH:13][CH:12]=1)[OH:10])(C)(C)C.Cl[CH2:20]Cl.